Dataset: Reaction yield outcomes from USPTO patents with 853,638 reactions. Task: Predict the reaction yield, written as a fraction of the theoretical maximum amount of product (1.0 means a 100% yield; for example, 0.34 means a 34% yield). (1) The reactants are [CH3:1][CH2:2][CH2:3][CH2:4][CH2:5][CH2:6][CH2:7][CH2:8][CH2:9][CH2:10][CH2:11][CH2:12][CH2:13][N+:14]([CH2:17][C:18]1[CH:19]=[CH:20][CH:21]=[CH:22][CH:23]=1)([CH3:16])[CH3:15].[Cl-].[CH:25]1[C:30]([NH2:31])=[CH:29][CH:28]=[C:27]([S:32]([N-:35][C:36]2[S:40][CH:39]=[CH:38][N:37]=2)(=[O:34])=[O:33])[CH:26]=1.[Na+].C(Cl)(Cl)Cl.CCCCCCCCCCCCC[N+](CC1C=CC=CC=1)(C)C. The catalyst is O.CS(C)=O. The product is [CH3:1][CH2:2][CH2:3][CH2:4][CH2:5][CH2:6][CH2:7][CH2:8][CH2:9][CH2:10][CH2:11][CH2:12][CH2:13][N+:14]([CH2:17][C:18]1[CH:19]=[CH:20][CH:21]=[CH:22][CH:23]=1)([CH3:16])[CH3:15].[CH:29]1[C:30]([NH2:31])=[CH:25][CH:26]=[C:27]([S:32]([NH:35][C:36]2[S:40][CH:39]=[CH:38][N:37]=2)(=[O:34])=[O:33])[CH:28]=1. The yield is 0.500. (2) The reactants are [F:1][CH2:2][C:3]1([S:6]([NH:9][C:10]([C@@:12]23[CH2:27][C@H:26]2[CH:25]=[CH:24][CH2:23][CH2:22][CH:21]([CH3:28])[CH2:20][C@@H:19]([CH3:29])[C@H:18]([NH:30]C(=O)OC(C)(C)C)[C:17](=[O:38])[N:16]2[CH2:39][C@H:40]([O:42][C:43]4[C:52]5[C:47](=[CH:48][C:49]([O:53][CH3:54])=[CH:50][CH:51]=5)[N:46]=[C:45]([C:55]5[CH:60]=[CH:59][C:58]([O:61][CH:62]([CH3:64])[CH3:63])=[CH:57][CH:56]=5)[CH:44]=4)[CH2:41][C@H:15]2[C:14](=[O:65])[NH:13]3)=[O:11])(=[O:8])=[O:7])[CH2:5][CH2:4]1.[ClH:66]. The catalyst is O1CCOCC1. The product is [ClH:66].[NH2:30][C@@H:18]1[C:17](=[O:38])[N:16]2[CH2:39][C@H:40]([O:42][C:43]3[C:52]4[C:47](=[CH:48][C:49]([O:53][CH3:54])=[CH:50][CH:51]=4)[N:46]=[C:45]([C:55]4[CH:60]=[CH:59][C:58]([O:61][CH:62]([CH3:64])[CH3:63])=[CH:57][CH:56]=4)[CH:44]=3)[CH2:41][C@H:15]2[C:14](=[O:65])[NH:13][C@:12]2([C:10]([NH:9][S:6]([C:3]3([CH2:2][F:1])[CH2:4][CH2:5]3)(=[O:7])=[O:8])=[O:11])[CH2:27][C@H:26]2[CH:25]=[CH:24][CH2:23][CH2:22][C@@H:21]([CH3:28])[CH2:20][C@H:19]1[CH3:29]. The yield is 0.900. (3) The catalyst is CN(C=O)C.[Na+].[I-]. The reactants are [O:1]1[CH2:6][CH2:5][CH:4](OS(C2C=CC(C)=CC=2)(=O)=O)[CH2:3][CH2:2]1.[C:18]([O-:21])(=[S:20])[CH3:19].[K+]. The yield is 0.810. The product is [O:1]1[CH2:2][CH2:3][CH:4]([S:20][C:18](=[O:21])[CH3:19])[CH2:5][CH2:6]1. (4) The reactants are [CH2:1]([N:3]([CH2:37][CH3:38])[CH2:4][CH2:5][CH2:6][NH:7][C:8]1[N:9]=[C:10]([C:27]2[CH:28]=[C:29]([CH:33]=[CH:34][C:35]=2[CH3:36])[C:30]([OH:32])=O)[C:11]2[CH:17]=[CH:16][C:15](=[O:18])[N:14]([C:19]3[C:24]([F:25])=[CH:23][CH:22]=[CH:21][C:20]=3[F:26])[C:12]=2[N:13]=1)[CH3:2].CN(C(O[N:47]1N=N[C:49]2[CH:50]=CC=C[C:48]1=2)=[N+](C)C)C.F[P-](F)(F)(F)(F)F.C(N)CC. The catalyst is C1COCC1. The product is [CH2:1]([N:3]([CH2:37][CH3:38])[CH2:4][CH2:5][CH2:6][NH:7][C:8]1[N:9]=[C:10]([C:27]2[CH:28]=[C:29]([CH:33]=[CH:34][C:35]=2[CH3:36])[C:30]([NH:47][CH2:48][CH2:49][CH3:50])=[O:32])[C:11]2[CH:17]=[CH:16][C:15](=[O:18])[N:14]([C:19]3[C:24]([F:25])=[CH:23][CH:22]=[CH:21][C:20]=3[F:26])[C:12]=2[N:13]=1)[CH3:2]. The yield is 0.370. (5) The yield is 0.750. The catalyst is CCO. The product is [CH:28]1([N:27]2[C:9]3[C:8](=[CH:13][N:12]=[C:11]4[N:14]([S:17]([C:20]5[CH:21]=[CH:22][C:23]([CH3:24])=[CH:25][CH:26]=5)(=[O:19])=[O:18])[CH:15]=[CH:16][C:10]4=3)[CH2:7][CH2:6][CH2:2]2)[CH2:33][CH2:32][CH2:31][CH2:30][CH2:29]1. The reactants are O1CCO[CH:2]1[CH2:6][CH2:7][C:8]1[CH:13]=[N:12][C:11]2[N:14]([S:17]([C:20]3[CH:26]=[CH:25][C:23]([CH3:24])=[CH:22][CH:21]=3)(=[O:19])=[O:18])[CH:15]=[CH:16][C:10]=2[C:9]=1[NH:27][CH:28]1[CH2:33][CH2:32][CH2:31][CH2:30][CH2:29]1.Cl.[BH4-].[Na+]. (6) The reactants are Br[C:2]1[C:3]2[C:4]3[CH2:15][CH2:14][N:13]([C:16]([O:18][C:19]([CH3:22])([CH3:21])[CH3:20])=[O:17])[CH2:12][CH2:11][C:5]=3[NH:6][C:7]=2[CH:8]=[CH:9][CH:10]=1.CCN(CC)CC.[CH3:30][C:31]1([CH3:38])[C:35]([CH3:37])([CH3:36])[O:34][BH:33][O:32]1. The catalyst is Cl[Pd](Cl)([P](C1C=CC=CC=1)(C1C=CC=CC=1)C1C=CC=CC=1)[P](C1C=CC=CC=1)(C1C=CC=CC=1)C1C=CC=CC=1.O1CCOCC1. The product is [CH3:30][C:31]1([CH3:38])[C:35]([CH3:37])([CH3:36])[O:34][B:33]([C:2]2[C:3]3[C:4]4[CH2:15][CH2:14][N:13]([C:16]([O:18][C:19]([CH3:22])([CH3:21])[CH3:20])=[O:17])[CH2:12][CH2:11][C:5]=4[NH:6][C:7]=3[CH:8]=[CH:9][CH:10]=2)[O:32]1. The yield is 0.930. (7) The reactants are [Br:1][C:2]1[CH:7]=[CH:6][C:5]([NH2:8])=[C:4]([F:9])[CH:3]=1.C[Si]([N-][Si](C)(C)C)(C)C.[Li+].Cl[C:21]1[N:22]([CH3:33])[C:23](=[O:32])[C:24]([CH3:31])=[CH:25][C:26]=1[C:27]([O:29][CH3:30])=[O:28]. The catalyst is C1COCC1. The product is [Br:1][C:2]1[CH:7]=[CH:6][C:5]([NH:8][C:21]2[N:22]([CH3:33])[C:23](=[O:32])[C:24]([CH3:31])=[CH:25][C:26]=2[C:27]([O:29][CH3:30])=[O:28])=[C:4]([F:9])[CH:3]=1. The yield is 0.840. (8) The reactants are [Cl:1][C:2]1[CH:26]=[CH:25][C:5]([CH2:6][NH:7][C:8]2[C:17]3[C:12](=[C:13]([C:21]([O:23]C)=[O:22])[CH:14]=[C:15]([N+:18]([O-:20])=[O:19])[CH:16]=3)[N:11]=[CH:10][N:9]=2)=[CH:4][C:3]=1[C:27]([F:30])([F:29])[F:28].C1COCC1.[Li+].[OH-].Cl. The catalyst is O. The product is [Cl:1][C:2]1[CH:26]=[CH:25][C:5]([CH2:6][NH:7][C:8]2[C:17]3[C:12](=[C:13]([C:21]([OH:23])=[O:22])[CH:14]=[C:15]([N+:18]([O-:20])=[O:19])[CH:16]=3)[N:11]=[CH:10][N:9]=2)=[CH:4][C:3]=1[C:27]([F:30])([F:28])[F:29]. The yield is 0.970. (9) The reactants are C(=O)([O-])[O-:2].[Na+].[Na+].C([O:9][C:10](=[O:20])[CH2:11][C:12]1[CH:17]=[C:16](Cl)[N:15]=[N:14][C:13]=1Cl)C.[OH2:21]. The catalyst is C1C=CC([P]([Pd]([P](C2C=CC=CC=2)(C2C=CC=CC=2)C2C=CC=CC=2)([P](C2C=CC=CC=2)(C2C=CC=CC=2)C2C=CC=CC=2)[P](C2C=CC=CC=2)(C2C=CC=CC=2)C2C=CC=CC=2)(C2C=CC=CC=2)C2C=CC=CC=2)=CC=1. The product is [OH:21][C:16]1[CH:17]=[C:12]([CH2:11][C:10]([OH:9])=[O:20])[C:13](=[O:2])[NH:14][N:15]=1. The yield is 0.310.